This data is from Full USPTO retrosynthesis dataset with 1.9M reactions from patents (1976-2016). The task is: Predict the reactants needed to synthesize the given product. (1) Given the product [CH3:1][O:2][C:3]1[N:4]=[CH:5][C:6]([C:30]2[CH:38]=[C:37]3[C:33]([CH:34]=[N:35][NH:36]3)=[C:32]([NH:45][C:46]([C:48]3[CH:52]=[CH:51][N:50]([CH2:53][CH:54]4[CH2:55][CH2:56][O:57][CH2:58][CH2:59]4)[N:49]=3)=[O:47])[CH:31]=2)=[CH:7][C:8]=1[NH:9][S:10]([CH3:13])(=[O:11])=[O:12], predict the reactants needed to synthesize it. The reactants are: [CH3:1][O:2][C:3]1[C:8]([NH:9][S:10]([CH3:13])(=[O:12])=[O:11])=[CH:7][C:6](B2OC(C)(C)C(C)(C)O2)=[CH:5][N:4]=1.C(=O)([O-])[O-].[Na+].[Na+].Br[C:30]1[CH:31]=[C:32]([NH:45][C:46]([C:48]2[CH:52]=[CH:51][N:50]([CH2:53][CH:54]3[CH2:59][CH2:58][O:57][CH2:56][CH2:55]3)[N:49]=2)=[O:47])[C:33]2[C:37]([CH:38]=1)=[N:36][N:35](C1CCCCO1)[CH:34]=2.O. (2) Given the product [CH3:3][C:4]1[C:13]([CH3:14])=[C:12]([C:22]([O:24][CH2:25][CH3:26])=[O:23])[C:11]2[C:6](=[C:7]([F:20])[CH:8]=[C:9]([C:16]([CH3:19])([CH3:18])[CH3:17])[CH:10]=2)[N:5]=1, predict the reactants needed to synthesize it. The reactants are: [H-].[Na+].[CH3:3][C:4]1[C:13]([CH3:14])=[C:12](O)[C:11]2[C:6](=[C:7]([F:20])[CH:8]=[C:9]([C:16]([CH3:19])([CH3:18])[CH3:17])[CH:10]=2)[N:5]=1.Cl[C:22]([O:24][CH2:25][CH3:26])=[O:23]. (3) Given the product [N+:1]([C:4]1[CH:12]=[C:7]2[CH2:8][N:9]([C:20](=[O:22])[CH3:21])[CH2:10][CH2:11][N:6]2[N:5]=1)([O-:3])=[O:2], predict the reactants needed to synthesize it. The reactants are: [N+:1]([C:4]1[CH:12]=[C:7]2[CH2:8][NH:9][CH2:10][CH2:11][N:6]2[N:5]=1)([O-:3])=[O:2].C(N(CC)CC)C.[C:20](Cl)(=[O:22])[CH3:21].C(Cl)Cl. (4) Given the product [F:1][C:2]1[CH:7]=[CH:6][C:5]([F:8])=[CH:4][C:3]=1[C:9]1[CH:14]=[C:13]([N:15]2[C:19]3[CH:20]=[CH:21][C:22]([C:24]4[CH:25]=[N:26][N:27]([CH3:29])[CH:28]=4)=[CH:23][C:18]=3[N:17]=[CH:16]2)[CH:12]=[C:11]([NH:30][S:33]([CH2:31][CH3:32])(=[O:35])=[O:34])[CH:10]=1, predict the reactants needed to synthesize it. The reactants are: [F:1][C:2]1[CH:7]=[CH:6][C:5]([F:8])=[CH:4][C:3]=1[C:9]1[CH:14]=[C:13]([N:15]2[C:19]3[CH:20]=[CH:21][C:22]([C:24]4[CH:25]=[N:26][N:27]([CH3:29])[CH:28]=4)=[CH:23][C:18]=3[N:17]=[CH:16]2)[CH:12]=[C:11]([NH2:30])[CH:10]=1.[CH2:31]([S:33](Cl)(=[O:35])=[O:34])[CH3:32]. (5) Given the product [F:28][C:29]1[CH:30]=[CH:31][C:32]([N:35]2[CH2:40][CH2:39][N:38]([C:14]3[N:13]([C:4]4[CH:5]=[C:6]([C:9]([F:12])([F:11])[F:10])[CH:7]=[CH:8][C:3]=4[O:2][CH3:1])[CH:22]([CH2:23][C:24]([O:26][CH3:27])=[O:25])[C:17]4[CH:18]=[N:19][CH:20]=[CH:21][C:16]=4[N:15]=3)[CH2:37][CH2:36]2)=[CH:33][CH:34]=1, predict the reactants needed to synthesize it. The reactants are: [CH3:1][O:2][C:3]1[CH:8]=[CH:7][C:6]([C:9]([F:12])([F:11])[F:10])=[CH:5][C:4]=1[N:13]=[C:14]=[N:15][C:16]1[CH:21]=[CH:20][N:19]=[CH:18][C:17]=1/[CH:22]=[CH:23]/[C:24]([O:26][CH3:27])=[O:25].[F:28][C:29]1[CH:34]=[CH:33][C:32]([N:35]2[CH2:40][CH2:39][NH:38][CH2:37][CH2:36]2)=[CH:31][CH:30]=1. (6) Given the product [ClH:1].[C:8]([N:11]1[CH2:12][CH2:13][CH:14]([O:17][C:18]2[CH:19]=[CH:20][C:21]([C@@H:24]3[O:29][CH2:28][CH2:27][NH:26][CH2:25]3)=[CH:22][CH:23]=2)[CH2:15][CH2:16]1)(=[O:10])[CH3:9], predict the reactants needed to synthesize it. The reactants are: [Cl:1]C(OC(Cl)C)=O.[C:8]([N:11]1[CH2:16][CH2:15][CH:14]([O:17][C:18]2[CH:23]=[CH:22][C:21]([C@@H:24]3[O:29][CH2:28][CH2:27][N:26](CC4C=CC=CC=4)[CH2:25]3)=[CH:20][CH:19]=2)[CH2:13][CH2:12]1)(=[O:10])[CH3:9]. (7) Given the product [F:15][C:16]1[CH:21]=[C:20]([C:4]2[CH:5]=[CH:6][CH:7]=[C:2]([F:1])[C:3]=2[C:9]2[N:10]=[N:11][N:12]([CH3:14])[N:13]=2)[CH:19]=[CH:18][C:17]=1[CH:31]([NH:33][C:34](=[O:40])[O:35][C:36]([CH3:39])([CH3:38])[CH3:37])[CH3:32], predict the reactants needed to synthesize it. The reactants are: [F:1][C:2]1[CH:7]=[CH:6][CH:5]=[C:4](I)[C:3]=1[C:9]1[N:10]=[N:11][N:12]([CH3:14])[N:13]=1.[F:15][C:16]1[CH:21]=[C:20](B2OC(C)(C)C(C)(C)O2)[CH:19]=[CH:18][C:17]=1[CH:31]([NH:33][C:34](=[O:40])[O:35][C:36]([CH3:39])([CH3:38])[CH3:37])[CH3:32].C(=O)([O-])[O-].[K+].[K+].C1(C)C=CC=CC=1P(C1C=CC=CC=1C)C1C=CC=CC=1C.